From a dataset of Full USPTO retrosynthesis dataset with 1.9M reactions from patents (1976-2016). Predict the reactants needed to synthesize the given product. (1) The reactants are: [OH:1][CH:2]1[C:11]([CH3:13])([CH3:12])[C:10](=[O:14])[NH:9][C:8]2[N:7]=[CH:6][C:5](/[CH:15]=[CH:16]/[C:17]([O:19]C(C)(C)C)=[O:18])=[CH:4][C:3]1=2.C(O)(C(F)(F)F)=O.C(Cl)[Cl:32]. Given the product [ClH:32].[OH:1][CH:2]1[C:11]([CH3:13])([CH3:12])[C:10](=[O:14])[NH:9][C:8]2[N:7]=[CH:6][C:5](/[CH:15]=[CH:16]/[C:17]([OH:19])=[O:18])=[CH:4][C:3]1=2, predict the reactants needed to synthesize it. (2) Given the product [N+:8]([C:4]1[CH:3]=[C:2]([N:11]2[CH2:16][CH2:15][O:14][CH2:13][CH2:12]2)[CH:7]=[CH:6][CH:5]=1)([O-:10])=[O:9], predict the reactants needed to synthesize it. The reactants are: F[C:2]1[CH:3]=[C:4]([N+:8]([O-:10])=[O:9])[CH:5]=[CH:6][CH:7]=1.[NH:11]1[CH2:16][CH2:15][O:14][CH2:13][CH2:12]1. (3) Given the product [OH:14][CH:15]1[CH:32]([OH:42])[C:33]([O:41][CH3:1])([CH2:34][CH2:35][CH2:36][CH2:37][CH2:38][CH2:39][CH3:40])[O:31][C:16]1([C:27]([O:29][CH3:30])=[O:28])/[C:17](/[C:23]([O:25][CH3:26])=[O:24])=[CH:18]/[C:19]([O:21][CH3:22])=[O:20], predict the reactants needed to synthesize it. The reactants are: [CH3:1]C1C=CC(S(O)(=O)=O)=CC=1.CC1(C)[O:42][CH:32]([C:33](=[O:41])[CH2:34][CH2:35][CH2:36][CH2:37][CH2:38][CH2:39][CH3:40])[CH:15]([C:16]([OH:31])([C:27]([O:29][CH3:30])=[O:28])/[C:17](/[C:23]([O:25][CH3:26])=[O:24])=[CH:18]/[C:19]([O:21][CH3:22])=[O:20])[O:14]1.C([O-])(O)=O.[Na+]. (4) Given the product [O:23]1[CH:24]=[CH:25][CH:26]=[C:22]1[C:4]1[N:3]=[C:2]([NH2:1])[N:7]=[C:6]([NH:41][CH2:40][C:35]2[CH:36]=[CH:37][CH:38]=[CH:39][N:34]=2)[C:5]=1[N+:19]([O-:21])=[O:20], predict the reactants needed to synthesize it. The reactants are: [NH2:1][C:2]1[N:7]=[C:6](OS(C2C=CC(C)=CC=2)(=O)=O)[C:5]([N+:19]([O-:21])=[O:20])=[C:4]([C:22]2[O:23][CH:24]=[CH:25][CH:26]=2)[N:3]=1.C(N(CC)CC)C.[N:34]1[CH:39]=[CH:38][CH:37]=[CH:36][C:35]=1[CH2:40][NH2:41].O. (5) The reactants are: Cl.[CH2:2]([N:9]1[CH2:14][CH2:13][CH2:12][C:11](=O)[CH2:10]1)[C:3]1[CH:8]=[CH:7][CH:6]=[CH:5][CH:4]=1.[NH2:16][C:17]1[CH:22]=[CH:21][CH:20]=[CH:19][CH:18]=1.[BH3-]C#N.[Na+].[OH-].[K+]. Given the product [CH2:2]([N:9]1[CH2:14][CH2:13][CH2:12][CH:11]([NH:16][C:17]2[CH:22]=[CH:21][CH:20]=[CH:19][CH:18]=2)[CH2:10]1)[C:3]1[CH:8]=[CH:7][CH:6]=[CH:5][CH:4]=1, predict the reactants needed to synthesize it. (6) Given the product [ClH:39].[CH2:1]([C:3]1[O:4][C:5]([CH2:8][N:9]2[C:14]3[CH:15]=[C:16]([C:18]4[CH:23]=[CH:22][CH:21]=[CH:20][CH:19]=4)[S:17][C:13]=3[C:12](=[O:24])[N:11]([CH:25]3[CH2:30][CH2:29][NH:28][CH2:27][CH2:26]3)[C:10]2=[O:38])=[CH:6][N:7]=1)[CH3:2], predict the reactants needed to synthesize it. The reactants are: [CH2:1]([C:3]1[O:4][C:5]([CH2:8][N:9]2[C:14]3[CH:15]=[C:16]([C:18]4[CH:23]=[CH:22][CH:21]=[CH:20][CH:19]=4)[S:17][C:13]=3[C:12](=[O:24])[N:11]([CH:25]3[CH2:30][CH2:29][N:28](C(OC(C)(C)C)=O)[CH2:27][CH2:26]3)[C:10]2=[O:38])=[CH:6][N:7]=1)[CH3:2].[ClH:39].